Dataset: Catalyst prediction with 721,799 reactions and 888 catalyst types from USPTO. Task: Predict which catalyst facilitates the given reaction. (1) Reactant: C(N(CC)CC)C.[C:8](Cl)(=[O:18])[C:9]1[CH:17]=[CH:16][C:15]2[O:14][CH2:13][O:12][C:11]=2[CH:10]=1.[CH2:20]([O:27][C:28]1[C:29]([CH3:37])=[C:30]([CH3:36])[C:31]([NH2:35])=[N:32][C:33]=1[CH3:34])[C:21]1[CH:26]=[CH:25][CH:24]=[CH:23][CH:22]=1. The catalyst class is: 2. Product: [CH2:20]([O:27][C:28]1[C:29]([CH3:37])=[C:30]([CH3:36])[C:31]([NH:35][C:8]([C:9]2[CH:17]=[CH:16][C:15]3[O:14][CH2:13][O:12][C:11]=3[CH:10]=2)=[O:18])=[N:32][C:33]=1[CH3:34])[C:21]1[CH:22]=[CH:23][CH:24]=[CH:25][CH:26]=1. (2) Reactant: [C:1]([C:4]1[NH:8][N:7]=[C:6]([O:9][S:10]([C:13]2[CH:18]=[CH:17][C:16]([CH3:19])=[CH:15][CH:14]=2)(=[O:12])=[O:11])[C:5]=1[C:20]1[CH:25]=[CH:24][CH:23]=[CH:22][C:21]=1[F:26])(=O)[CH3:2].[C:27]([NH:35][NH2:36])(=O)[C:28]1[CH:33]=[CH:32][CH:31]=[CH:30][CH:29]=1. Product: [F:26][C:21]1[CH:22]=[CH:23][CH:24]=[CH:25][C:20]=1[C:5]1[C:6]([O:9][S:10]([C:13]2[CH:18]=[CH:17][C:16]([CH3:19])=[CH:15][CH:14]=2)(=[O:12])=[O:11])=[N:7][N:8]2[C:4]=1[C:1]([CH3:2])=[N:36][N:35]=[C:27]2[C:28]1[CH:33]=[CH:32][CH:31]=[CH:30][CH:29]=1. The catalyst class is: 113. (3) Reactant: [OH:1][C@@H:2]([CH2:33][OH:34])[C:3]([N:5]1[CH2:10][CH2:9][C:8]([C:11]2[C:16]([F:17])=[CH:15][C:14]([N:18]3[CH2:22][C@H:21]([CH2:23]NC4C=NC=CN=4)[O:20][C:19]3=[O:31])=[CH:13][C:12]=2[F:32])=[CH:7][CH2:6]1)=[O:4].[C:35]([O:39][C:40]([NH:42][C:43]1[N:44]=[N:45][CH:46]=[CH:47][CH:48]=1)=[O:41])([CH3:38])([CH3:37])[CH3:36].N1[CH:54]=[CH:53]N=CC=1.[C:55](OCC)(=O)C. Product: [CH3:55][C:53]1([CH3:54])[O:1][C@H:2]([C:3]([N:5]2[CH2:10][CH2:9][C:8]([C:11]3[C:12]([F:32])=[CH:13][C:14]([N:18]4[CH2:22][C@H:21]([CH2:23][N:42]([C:43]5[N:44]=[N:45][CH:46]=[CH:47][CH:48]=5)[C:40]([O:39][C:35]([CH3:38])([CH3:36])[CH3:37])=[O:41])[O:20][C:19]4=[O:31])=[CH:15][C:16]=3[F:17])=[CH:7][CH2:6]2)=[O:4])[CH2:33][O:34]1. The catalyst class is: 4. (4) Product: [C:6]([N:8]1[CH2:13][CH2:12][N:11]([CH2:14][C:15]2[CH:20]=[CH:19][C:18]([C:21]3[NH:41][C:24]4=[N:25][CH:26]=[C:27]([Cl:40])[C:28]([NH:29][C@@H:30]5[C@@H:31]6[CH2:39][C@@H:34]([CH:33]=[CH:32]6)[C@@H:35]5[C:36]([NH2:37])=[O:38])=[C:23]4[N:22]=3)=[CH:17][CH:16]=2)[CH2:10][CH2:9]1)(=[O:5])[CH3:42]. The catalyst class is: 168. Reactant: C([O:5][C:6]([N:8]1[CH2:13][CH2:12][N:11]([CH2:14][C:15]2[CH:20]=[CH:19][C:18]([C:21]3[NH:41][C:24]4=[N:25][CH:26]=[C:27]([Cl:40])[C:28]([NH:29][C@H:30]5[C@@H:35]([C:36](=[O:38])[NH2:37])[C@H:34]6[CH2:39][C@@H:31]5[CH:32]=[CH:33]6)=[C:23]4[N:22]=3)=[CH:17][CH:16]=2)[CH2:10][CH2:9]1)=O)(C)(C)C.[CH2:42](Cl)Cl.FC(F)(F)C(O)=O.C(OC(=O)C)(=O)C.C(N(CC)CC)C.C(N(CC)CC)C.